Dataset: Full USPTO retrosynthesis dataset with 1.9M reactions from patents (1976-2016). Task: Predict the reactants needed to synthesize the given product. (1) Given the product [O:1]1[C:10]2[CH:9]=[C:8]([CH2:11][NH:12][CH2:19][CH:20]3[CH2:25][CH2:24][CH2:23][N:22]([CH2:26][CH2:27][N:28]4[C:37]5[C:32](=[N:33][CH:34]=[C:35]([F:38])[CH:36]=5)[CH:31]=[CH:30][C:29]4=[O:39])[CH2:21]3)[N:7]=[CH:6][C:5]=2[O:4][CH2:3][CH2:2]1, predict the reactants needed to synthesize it. The reactants are: [O:1]1[C:10]2[CH:9]=[C:8]([CH2:11][N:12]([CH2:19][CH:20]3[CH2:25][CH2:24][CH2:23][N:22]([CH2:26][CH2:27][N:28]4[C:37]5[C:32](=[N:33][CH:34]=[C:35]([F:38])[CH:36]=5)[CH:31]=[CH:30][C:29]4=[O:39])[CH2:21]3)C(=O)C(F)(F)F)[N:7]=[CH:6][C:5]=2[O:4][CH2:3][CH2:2]1.CO.C(=O)([O-])[O-].[K+].[K+]. (2) Given the product [CH2:12]([N:6]1[C:7]([CH3:11])=[CH:8][C:9]([OH:10])=[C:4]([C:1](=[O:3])[CH:2]=[CH:8][C:9]2[CH:4]=[CH:1][CH:2]=[C:16]([O:18][CH2:11][C:7]#[N:6])[CH:17]=2)[C:5]1=[O:15])[CH:13]=[CH2:14], predict the reactants needed to synthesize it. The reactants are: [C:1]([C:4]1[C:5](=[O:15])[N:6]([CH2:12][CH:13]=[CH2:14])[C:7]([CH3:11])=[CH:8][C:9]=1[OH:10])(=[O:3])[CH3:2].[CH2:16]([OH:18])[CH3:17]. (3) The reactants are: [C:1]([Br:5])(Br)(Br)Br.[C:19]1(P([C:19]2[CH:24]=[CH:23][CH:22]=[CH:21][CH:20]=2)[C:19]2[CH:24]=[CH:23][CH:22]=[CH:21][CH:20]=2)[CH:24]=[CH:23][CH:22]=[CH:21][CH:20]=1.C(Cl)Cl.[C:28](=O)([O-])O.[Na+].[C:33]([O:36][CH2:37][CH3:38])(=[O:35])[CH3:34]. Given the product [Br:5][CH2:1][C:22]1[CH:23]=[CH:24][C:19]([CH2:28][CH2:34][C:33]([O:36][CH2:37][CH3:38])=[O:35])=[CH:20][CH:21]=1, predict the reactants needed to synthesize it. (4) Given the product [CH3:58][C:45]1([CH3:59])[C:44]2[C:48](=[C:40]([CH2:39][O:1][CH:2]3[CH:7]([C:8]4[CH:13]=[CH:12][C:11]([O:14][CH2:15][CH2:16][CH2:17][O:18][CH2:19][C:20]5[CH:25]=[CH:24][CH:23]=[CH:22][C:21]=5[O:26][CH3:27])=[CH:10][CH:9]=4)[CH2:6][CH2:5][N:4]([C:28]([O:30][CH2:31][C:32]4[CH:33]=[CH:34][CH:35]=[CH:36][CH:37]=4)=[O:29])[CH2:3]3)[CH:41]=[CH:42][CH:43]=2)[N:47]([CH2:49][O:50][CH2:51][CH2:52][Si:53]([CH3:54])([CH3:56])[CH3:55])[C:46]1=[O:57], predict the reactants needed to synthesize it. The reactants are: [OH:1][CH:2]1[CH:7]([C:8]2[CH:13]=[CH:12][C:11]([O:14][CH2:15][CH2:16][CH2:17][O:18][CH2:19][C:20]3[CH:25]=[CH:24][CH:23]=[CH:22][C:21]=3[O:26][CH3:27])=[CH:10][CH:9]=2)[CH2:6][CH2:5][N:4]([C:28]([O:30][CH2:31][C:32]2[CH:37]=[CH:36][CH:35]=[CH:34][CH:33]=2)=[O:29])[CH2:3]1.Br[CH2:39][C:40]1[CH:41]=[CH:42][CH:43]=[C:44]2[C:48]=1[N:47]([CH2:49][O:50][CH2:51][CH2:52][Si:53]([CH3:56])([CH3:55])[CH3:54])[C:46](=[O:57])[C:45]2([CH3:59])[CH3:58]. (5) Given the product [C:1]([N:4]1[C:13]2[C:8](=[CH:9][C:10]([C:14]3[N:15]=[N:16][N:17]([CH2:30][CH2:31][O:32][CH3:33])[CH:18]=3)=[CH:11][CH:12]=2)[C@H:7]([NH:19][C:20]2[CH:27]=[CH:26][C:23]([C:24]#[N:25])=[CH:22][N:21]=2)[CH2:6][C@@H:5]1[CH3:28])(=[O:3])[CH3:2].[C:1]([N:4]1[C:13]2[C:8](=[CH:9][C:10]([C:14]3[CH:18]=[N:17][N:16]([CH2:30][CH2:31][O:32][CH3:33])[N:15]=3)=[CH:11][CH:12]=2)[C@H:7]([NH:19][C:20]2[CH:27]=[CH:26][C:23]([C:24]#[N:25])=[CH:22][N:21]=2)[CH2:6][C@@H:5]1[CH3:28])(=[O:3])[CH3:2], predict the reactants needed to synthesize it. The reactants are: [C:1]([N:4]1[C:13]2[C:8](=[CH:9][C:10]([C:14]3[N:15]=[N:16][NH:17][CH:18]=3)=[CH:11][CH:12]=2)[C@H:7]([NH:19][C:20]2[CH:27]=[CH:26][C:23]([C:24]#[N:25])=[CH:22][N:21]=2)[CH2:6][C@@H:5]1[CH3:28])(=[O:3])[CH3:2].Br[CH2:30][CH2:31][O:32][CH3:33].C(=O)([O-])[O-].[K+].[K+].[I-].[Na+]. (6) The reactants are: [CH2:1]([N:8]1[CH2:15][CH:14]([OH:16])[CH2:13][N:12]([S:17]([C:20]2[CH:25]=[CH:24][CH:23]=[CH:22][CH:21]=2)(=[O:19])=[O:18])[CH2:11][CH:10](O)[CH2:9]1)[C:2]1[CH:7]=[CH:6][CH:5]=[CH:4][CH:3]=1.O.S(=O)(=O)(O)O.N. Given the product [CH2:1]([N:8]1[CH2:9][CH:10]2[O:16][CH:14]([CH2:13][N:12]([S:17]([C:20]3[CH:21]=[CH:22][CH:23]=[CH:24][CH:25]=3)(=[O:18])=[O:19])[CH2:11]2)[CH2:15]1)[C:2]1[CH:3]=[CH:4][CH:5]=[CH:6][CH:7]=1, predict the reactants needed to synthesize it.